From a dataset of Full USPTO retrosynthesis dataset with 1.9M reactions from patents (1976-2016). Predict the reactants needed to synthesize the given product. (1) Given the product [CH3:46][O:45][C:42]1[CH:43]=[CH:44][C:39]([CH2:38][N:8]([CH2:7][C:6]2[CH:5]=[CH:4][C:3]([O:2][CH3:1])=[CH:48][CH:47]=2)[C:9]2[N:14]=[C:13]([CH3:15])[N:12]=[C:11]([C:16]3[C:21]([NH:65][C:63]4[CH:62]=[CH:61][C:60]5[S:56][CH:57]=[N:58][C:59]=5[CH:64]=4)=[N:20][CH:19]=[C:18]([CH:23]([N:25]4[CH2:30][CH2:29][NH:28][CH2:27][CH2:26]4)[CH3:24])[CH:17]=3)[N:10]=2)=[CH:40][CH:41]=1, predict the reactants needed to synthesize it. The reactants are: [CH3:1][O:2][C:3]1[CH:48]=[CH:47][C:6]([CH2:7][N:8]([CH2:38][C:39]2[CH:44]=[CH:43][C:42]([O:45][CH3:46])=[CH:41][CH:40]=2)[C:9]2[N:14]=[C:13]([CH3:15])[N:12]=[C:11]([C:16]3[CH:17]=[C:18]([CH:23]([N:25]4[CH2:30][CH2:29][N:28](C(OC(C)(C)C)=O)[CH2:27][CH2:26]4)[CH3:24])[CH:19]=[N:20][C:21]=3F)[N:10]=2)=[CH:5][CH:4]=1.FC(F)(F)C(O)=O.[S:56]1[C:60]2[CH:61]=[CH:62][C:63]([NH2:65])=[CH:64][C:59]=2[N:58]=[CH:57]1.C[Si]([N-][Si](C)(C)C)(C)C.[Na+]. (2) Given the product [F:14][C:5]1[CH:4]=[C:3]([CH:25]([OH:26])[CH2:24][C:17]2[C:18]([CH3:22])([CH3:23])[CH2:19][CH2:20][CH2:21][C:16]=2[CH3:15])[CH:8]=[CH:7][C:6]=1[O:9][C:10]([F:13])([F:12])[F:11], predict the reactants needed to synthesize it. The reactants are: [Mg].Br[C:3]1[CH:8]=[CH:7][C:6]([O:9][C:10]([F:13])([F:12])[F:11])=[C:5]([F:14])[CH:4]=1.[CH3:15][C:16]1[CH2:21][CH2:20][CH2:19][C:18]([CH3:23])([CH3:22])[C:17]=1[CH2:24][CH:25]=[O:26].